From a dataset of Full USPTO retrosynthesis dataset with 1.9M reactions from patents (1976-2016). Predict the reactants needed to synthesize the given product. Given the product [CH3:22][S:23]([O:4][CH2:3][C:2]([CH3:1])([C:6]1[CH:11]=[CH:10][C:9]([N+:12]([O-:14])=[O:13])=[CH:8][CH:7]=1)[CH3:5])(=[O:25])=[O:24], predict the reactants needed to synthesize it. The reactants are: [CH3:1][C:2]([C:6]1[CH:11]=[CH:10][C:9]([N+:12]([O-:14])=[O:13])=[CH:8][CH:7]=1)([CH3:5])[CH2:3][OH:4].CCN(CC)CC.[CH3:22][S:23](Cl)(=[O:25])=[O:24].